Predict the reaction yield, written as a fraction of the theoretical maximum amount of product (1.0 means a 100% yield; for example, 0.34 means a 34% yield). From a dataset of Reaction yield outcomes from USPTO patents with 853,638 reactions. (1) The reactants are [Cl:1][C:2]1[CH:7]=[CH:6][CH:5]=[CH:4][C:3]=1[CH:8]=[CH:9][CH2:10][C:11]([CH2:22][C:23]#[C:24][C:25](=[O:27])[CH3:26])([C:17]([O:19][CH2:20][CH3:21])=[O:18])[C:12]([O:14][CH2:15][CH3:16])=[O:13]. The catalyst is [Au].ClC1C=CC=CC=1Cl. The product is [C:25]([C:24]1[C:4]2[C:3](=[C:2]([Cl:1])[CH:7]=[CH:6][CH:5]=2)[CH:8]=[C:9]2[CH2:10][C:11]([C:17]([O:19][CH2:20][CH3:21])=[O:18])([C:12]([O:14][CH2:15][CH3:16])=[O:13])[CH2:22][C:23]=12)(=[O:27])[CH3:26]. The yield is 1.00. (2) The reactants are [C:1]([O:5][C:6]([N:8]1[CH2:13][CH2:12][N:11]([C:14](=[O:26])[C:15]2[CH:20]=[C:19]([S:21]([CH3:24])(=[O:23])=[O:22])[CH:18]=[CH:17][C:16]=2I)[CH:10]([CH3:27])[CH2:9]1)=[O:7])([CH3:4])([CH3:3])[CH3:2].[NH:28]1[CH2:33][CH2:32][O:31][CH2:30][CH2:29]1. No catalyst specified. The product is [C:1]([O:5][C:6]([N:8]1[CH2:13][CH2:12][N:11]([C:14](=[O:26])[C:15]2[CH:20]=[C:19]([S:21]([CH3:24])(=[O:23])=[O:22])[CH:18]=[CH:17][C:16]=2[N:28]2[CH2:33][CH2:32][O:31][CH2:30][CH2:29]2)[CH:10]([CH3:27])[CH2:9]1)=[O:7])([CH3:4])([CH3:3])[CH3:2]. The yield is 0.880. (3) The product is [Cl:1][C:2]1[CH:3]=[C:4]([N:8]2[C:12]([CH2:13][NH:14][C:29]([NH:28][C:22]3[CH:23]=[CH:24][C:25]([CH2:26][OH:27])=[C:20]([F:19])[CH:21]=3)=[O:30])=[CH:11][C:10]([C:15]([F:16])([F:17])[F:18])=[N:9]2)[CH:5]=[CH:6][CH:7]=1. The reactants are [Cl:1][C:2]1[CH:3]=[C:4]([N:8]2[C:12]([CH2:13][NH2:14])=[CH:11][C:10]([C:15]([F:18])([F:17])[F:16])=[N:9]2)[CH:5]=[CH:6][CH:7]=1.[F:19][C:20]1[CH:21]=[C:22]([NH:28][C:29](=O)[O:30]C2C=CC=CC=2)[CH:23]=[CH:24][C:25]=1[CH2:26][OH:27]. The yield is 0.470. The catalyst is C(Cl)Cl. (4) The reactants are [Cl:1][C:2]1[CH:3]=[C:4]2[C:10]([C:11]3[N:16]=[C:15]([NH:17][C@H:18]4[CH2:22][CH2:21][N:20]([S:23]([CH3:26])(=[O:25])=[O:24])[CH2:19]4)[C:14]([F:27])=[CH:13][N:12]=3)=[CH:9][NH:8][C:5]2=[N:6][CH:7]=1.[CH:28]1(S(Cl)(=O)=O)[CH2:32]C[CH2:30][CH2:29]1. No catalyst specified. The product is [Cl:1][C:2]1[CH:3]=[C:4]2[C:10]([C:11]3[N:16]=[C:15]([NH:17][C@H:18]4[CH2:22][CH2:21][N:20]([S:23]([CH:26]5[CH2:30][CH2:29][CH2:28][CH2:32]5)(=[O:24])=[O:25])[CH2:19]4)[C:14]([F:27])=[CH:13][N:12]=3)=[CH:9][NH:8][C:5]2=[N:6][CH:7]=1. The yield is 0.200. (5) The reactants are [F:1][C:2]([F:16])([F:15])[C:3]1[O:7][N:6]=[C:5]([C:8]2[CH:9]=[C:10]([CH:12]=[CH:13][CH:14]=2)[NH2:11])[N:4]=1.[C:17]([C:19]1[CH:20]=[CH:21][C:22]([N:25]2[CH2:29][CH2:28][CH:27]([C:30](O)=[O:31])[CH2:26]2)=[N:23][CH:24]=1)#[N:18]. No catalyst specified. The product is [C:17]([C:19]1[CH:20]=[CH:21][C:22]([N:25]2[CH2:29][CH2:28][CH:27]([C:30]([NH:11][C:10]3[CH:12]=[CH:13][CH:14]=[C:8]([C:5]4[N:4]=[C:3]([C:2]([F:15])([F:1])[F:16])[O:7][N:6]=4)[CH:9]=3)=[O:31])[CH2:26]2)=[N:23][CH:24]=1)#[N:18]. The yield is 0.580. (6) The yield is 0.650. The product is [Si:1]([O:18][CH2:19][C:20]1[C:28]([S:29]([CH3:32])(=[O:31])=[O:30])=[CH:27][C:26]2[N:25]3[CH2:33][CH2:34][N:35]=[C:43]([CH:44]([CH3:45])[CH3:46])[C:24]3=[CH:23][C:22]=2[CH:21]=1)([C:14]([CH3:16])([CH3:15])[CH3:17])([C:8]1[CH:9]=[CH:10][CH:11]=[CH:12][CH:13]=1)[C:2]1[CH:3]=[CH:4][CH:5]=[CH:6][CH:7]=1. The reactants are [Si:1]([O:18][CH2:19][C:20]1[CH:21]=[C:22]2[C:26](=[CH:27][C:28]=1[S:29]([CH3:32])(=[O:31])=[O:30])[N:25]([CH2:33][CH2:34][NH:35]C(=O)OC(C)(C)C)[C:24]([C:43](=O)[CH:44]([CH3:46])[CH3:45])=[CH:23]2)([C:14]([CH3:17])([CH3:16])[CH3:15])([C:8]1[CH:13]=[CH:12][CH:11]=[CH:10][CH:9]=1)[C:2]1[CH:7]=[CH:6][CH:5]=[CH:4][CH:3]=1.FC(F)(F)C(O)=O. The catalyst is C(Cl)Cl.